Task: Predict the product of the given reaction.. Dataset: Forward reaction prediction with 1.9M reactions from USPTO patents (1976-2016) Given the reactants [CH3:1][S:2][C:3]1[CH:8]=[CH:7][C:6]([CH2:9][C:10]([OH:12])=[O:11])=[CH:5][CH:4]=1.S(=O)(=O)(O)O.[CH2:18](O)[CH3:19], predict the reaction product. The product is: [CH3:1][S:2][C:3]1[CH:4]=[CH:5][C:6]([CH2:9][C:10]([O:12][CH2:18][CH3:19])=[O:11])=[CH:7][CH:8]=1.